Task: Predict the reaction yield, written as a fraction of the theoretical maximum amount of product (1.0 means a 100% yield; for example, 0.34 means a 34% yield).. Dataset: Reaction yield outcomes from USPTO patents with 853,638 reactions (1) The reactants are [Li+].CC([N-]C(C)C)C.[CH2:9]([O:11][C:12](=[O:25])[CH2:13][CH:14]1[C:19](=[O:20])[NH:18][C:17]2[CH:21]=[CH:22][CH:23]=[CH:24][C:16]=2[S:15]1)[CH3:10].Br[CH2:27][C:28]([OH:30])=[O:29].Cl. The catalyst is C1COCC1.C(OCC)C. The product is [C:28]([CH2:27][N:18]1[C:19](=[O:20])[CH:14]([CH2:13][C:12]([O:11][CH2:9][CH3:10])=[O:25])[S:15][C:16]2[CH:24]=[CH:23][CH:22]=[CH:21][C:17]1=2)([OH:30])=[O:29]. The yield is 0.500. (2) The reactants are C[O:2][C:3]([C:5]1[CH:10]=[CH:9][C:8]([C:11]2[CH:16]=[CH:15][CH:14]=[CH:13][CH:12]=2)=[CH:7][C:6]=1[F:17])=[O:4].[OH-].[Na+].Cl. The catalyst is O1CCCC1. The product is [F:17][C:6]1[CH:7]=[C:8]([C:11]2[CH:12]=[CH:13][CH:14]=[CH:15][CH:16]=2)[CH:9]=[CH:10][C:5]=1[C:3]([OH:4])=[O:2]. The yield is 0.840. (3) The reactants are [Cl-].[Al+3].[Cl-].[Cl-].[C:5]1([CH3:11])[CH:10]=[CH:9][CH:8]=[CH:7][CH:6]=1.[F:12][C:13]1[CH:21]=[CH:20][C:16]([C:17](Cl)=[O:18])=[CH:15][CH:14]=1.O. The catalyst is C(Cl)Cl.CCCCCC. The product is [CH3:11][C:5]1[CH:10]=[CH:9][C:8]([C:17]([C:16]2[CH:20]=[CH:21][C:13]([F:12])=[CH:14][CH:15]=2)=[O:18])=[CH:7][CH:6]=1. The yield is 0.620. (4) The reactants are [CH2:1]([O:3][C:4](=[O:41])[CH2:5][CH2:6][CH2:7][O:8][C:9]1[CH:14]=[CH:13][CH:12]=[C:11]([CH2:15][CH2:16][CH2:17][CH2:18][CH2:19][CH2:20][O:21][C:22]2[CH:27]=[C:26]([C:28](=[O:32])[N:29]([CH3:31])[CH3:30])[CH:25]=[C:24]([Br:33])[CH:23]=2)[C:10]=1[CH2:34][CH2:35][C:36]([O:38][CH2:39][CH3:40])=[O:37])[CH3:2].BrC1C=C(C=C(OCCCCCCC2C=CC=C(OCCCC(OCC)=O)C=2CCC(OCC)=O)C=1)C(O)=O.C1CN([P+](Br)(N2CCCC2)N2CCCC2)CC1.F[P-](F)(F)(F)(F)F.Cl.[F:106][C:107]1([F:112])CCN[CH2:108]1.CCN(C(C)C)C(C)C. The catalyst is ClCCl. The product is [CH2:1]([O:3][C:4](=[O:41])[CH2:5][CH2:6][CH2:7][O:8][C:9]1[CH:14]=[CH:13][CH:12]=[C:11]([CH2:15][CH2:16][CH2:17][CH2:18][CH2:19][CH2:20][O:21][C:22]2[CH:27]=[C:26]([C:28]([N:29]3[CH2:30][CH2:108][C:107]([F:112])([F:106])[CH2:31]3)=[O:32])[CH:25]=[C:24]([Br:33])[CH:23]=2)[C:10]=1[CH2:34][CH2:35][C:36]([O:38][CH2:39][CH3:40])=[O:37])[CH3:2]. The yield is 0.920. (5) No catalyst specified. The yield is 0.680. The product is [Cl:23][C:9]1[C:10]2[C:5](=[CH:4][C:3]([O:2][CH3:1])=[CH:12][CH:11]=2)[CH:6]=[C:7]([NH:14][C:15]2[CH:19]=[C:18]([CH3:20])[NH:17][N:16]=2)[N:8]=1. The reactants are [CH3:1][O:2][C:3]1[CH:4]=[C:5]2[C:10](=[CH:11][CH:12]=1)[C:9](=O)[NH:8][C:7]([NH:14][C:15]1[CH:19]=[C:18]([CH3:20])[NH:17][N:16]=1)=[CH:6]2.O=P(Cl)(Cl)[Cl:23]. (6) The reactants are [C:1]([O:5][C:6]([NH:8][CH2:9][C:10]([C:17]1[CH2:22][CH2:21][CH2:20][CH2:19][CH:18]=1)([CH3:16])[C:11]([O:13][CH2:14][CH3:15])=[O:12])=[O:7])([CH3:4])([CH3:3])[CH3:2].[CH3:23]I.[H-].[Na+]. The catalyst is CN(C=O)C. The product is [C:1]([O:5][C:6]([N:8]([CH3:23])[CH2:9][C:10]([C:17]1[CH2:22][CH2:21][CH2:20][CH2:19][CH:18]=1)([CH3:16])[C:11]([O:13][CH2:14][CH3:15])=[O:12])=[O:7])([CH3:2])([CH3:3])[CH3:4]. The yield is 0.840. (7) The reactants are [Br:1][C:2]1[CH:10]=[C:6]([C:7]([OH:9])=O)[C:5]([OH:11])=[CH:4][CH:3]=1.[NH2:12][C:13]1[CH:18]=[CH:17][CH:16]=[CH:15][CH:14]=1. No catalyst specified. The product is [Br:1][C:2]1[CH:3]=[CH:4][C:5]([OH:11])=[C:6]([CH:10]=1)[C:7]([NH:12][C:13]1[CH:18]=[CH:17][CH:16]=[CH:15][CH:14]=1)=[O:9]. The yield is 0.688. (8) The reactants are [Cl:1][C:2]1[CH:7]=[CH:6][N:5]=[C:4]([NH:8][C:9](=[O:15])[O:10][C:11]([CH3:14])([CH3:13])[CH3:12])[CH:3]=1.C([Li])CCC.CN([CH:24]=[O:25])C. The catalyst is C1COCC1. The product is [Cl:1][C:2]1[CH:7]=[CH:6][N:5]=[C:4]([NH:8][C:9](=[O:15])[O:10][C:11]([CH3:12])([CH3:14])[CH3:13])[C:3]=1[CH:24]=[O:25]. The yield is 0.270. (9) The reactants are C([N:8]1[CH2:12][CH2:11][CH:10]([C@@H:13]2[CH2:15][C@@H:14]2[C:16]([O:18][C:19]([CH3:22])([CH3:21])[CH3:20])=[O:17])[C:9]1=S)C1C=CC=CC=1.Cl[C:25]([O:27][CH2:28][C:29]1[CH:34]=[CH:33][CH:32]=[CH:31][CH:30]=1)=[O:26]. The catalyst is ClCCl. The product is [CH2:28]([O:27][C:25]([N:8]1[CH2:12][CH2:11][CH:10]([C@H:13]2[CH2:15][C@@H:14]2[C:16]([O:18][C:19]([CH3:22])([CH3:21])[CH3:20])=[O:17])[CH2:9]1)=[O:26])[C:29]1[CH:34]=[CH:33][CH:32]=[CH:31][CH:30]=1. The yield is 0.640. (10) The reactants are Cl.[NH:2]1[CH2:5][CH:4]([C:6]2[CH:27]=[CH:26][C:9]3[C:10]4[N:14]([CH2:15][CH2:16][O:17][C:8]=3[CH:7]=2)[CH:13]=[C:12]([C:18]2[N:19]([CH:23]([CH3:25])[CH3:24])[N:20]=[CH:21][N:22]=2)[N:11]=4)[CH2:3]1.[O-]P([O-])([O-])=O.[Na+].[Na+].[Na+].[CH3:36][NH:37][C:38](=[O:41])[CH2:39]Cl. The catalyst is CN1C(=O)CCC1. The product is [CH:23]([N:19]1[C:18]([C:12]2[N:11]=[C:10]3[C:9]4[CH:26]=[CH:27][C:6]([CH:4]5[CH2:3][N:2]([CH2:39][C:38]([NH:37][CH3:36])=[O:41])[CH2:5]5)=[CH:7][C:8]=4[O:17][CH2:16][CH2:15][N:14]3[CH:13]=2)=[N:22][CH:21]=[N:20]1)([CH3:24])[CH3:25]. The yield is 0.290.